This data is from Reaction yield outcomes from USPTO patents with 853,638 reactions. The task is: Predict the reaction yield, written as a fraction of the theoretical maximum amount of product (1.0 means a 100% yield; for example, 0.34 means a 34% yield). (1) The reactants are [OH:1][C:2]1[C:11]2[C:6](=[N:7][CH:8]=[CH:9][CH:10]=2)[N:5]([CH2:12][CH2:13][CH:14]([CH3:16])[CH3:15])[C:4](=[O:17])[C:3]=1[C:18]1[NH:23][C:22]2[CH:24]=[CH:25][C:26]([NH:28][S:29]([NH:32][C:33]3[CH:34]=[C:35]([CH:41]=[CH:42][CH:43]=3)[C:36]([O:38]CC)=[O:37])(=[O:31])=[O:30])=[CH:27][C:21]=2[S:20](=[O:45])(=[O:44])[N:19]=1. The catalyst is [OH-].[Na+].CO. The product is [OH:1][C:2]1[C:11]2[C:6](=[N:7][CH:8]=[CH:9][CH:10]=2)[N:5]([CH2:12][CH2:13][CH:14]([CH3:15])[CH3:16])[C:4](=[O:17])[C:3]=1[C:18]1[NH:23][C:22]2[CH:24]=[CH:25][C:26]([NH:28][S:29]([NH:32][C:33]3[CH:34]=[C:35]([CH:41]=[CH:42][CH:43]=3)[C:36]([OH:38])=[O:37])(=[O:31])=[O:30])=[CH:27][C:21]=2[S:20](=[O:44])(=[O:45])[N:19]=1. The yield is 0.880. (2) The reactants are C[O:2][C:3](=O)[CH2:4][O:5][C:6]1[CH:11]=[CH:10][C:9]([C:12]#[N:13])=[CH:8][CH:7]=1.O.[NH2:16][NH2:17]. The catalyst is CO. The product is [C:12]([C:9]1[CH:10]=[CH:11][C:6]([O:5][CH2:4][C:3]([NH:16][NH2:17])=[O:2])=[CH:7][CH:8]=1)#[N:13]. The yield is 0.750.